Dataset: Reaction yield outcomes from USPTO patents with 853,638 reactions. Task: Predict the reaction yield, written as a fraction of the theoretical maximum amount of product (1.0 means a 100% yield; for example, 0.34 means a 34% yield). (1) The reactants are O.[Cl:2][C:3]1[N:8]=[CH:7][C:6]([CH2:9][NH:10][CH2:11][CH:12]([F:14])[F:13])=[CH:5][CH:4]=1.[CH2:15]1[C:20](=[O:21])[O:19][CH2:18][C:16]1=O. The catalyst is C1(C)C=CC=CC=1.C1(C)C=CC(S(O)(=O)=O)=CC=1. The product is [Cl:2][C:3]1[N:8]=[CH:7][C:6]([CH2:9][N:10]([CH2:11][CH:12]([F:14])[F:13])[C:16]2[CH2:18][O:19][C:20](=[O:21])[CH:15]=2)=[CH:5][CH:4]=1. The yield is 0.520. (2) The reactants are O.[OH:2][C:3]1[CH:8]=[C:7]([OH:9])[CH:6]=[C:5]([OH:10])[C:4]=1[C:11](=[O:13])[CH3:12].C(N(CC)CC)C.C1C=CC(N([S:28]([C:31]([F:34])([F:33])[F:32])(=[O:30])=[O:29])[S:28]([C:31]([F:34])([F:33])[F:32])(=[O:30])=[O:29])=CC=1. The catalyst is C(Cl)Cl. The product is [C:11]([C:4]1[C:3]([OH:2])=[CH:8][C:7]([O:9][S:28]([C:31]([F:34])([F:33])[F:32])(=[O:30])=[O:29])=[CH:6][C:5]=1[OH:10])(=[O:13])[CH3:12]. The yield is 0.730. (3) The reactants are [CH3:1][C:2]1[C:6]2[C:7](=[O:19])[N:8]([CH2:12][CH2:13][N:14]3[CH2:18][CH2:17][CH2:16][CH2:15]3)[CH2:9][CH2:10][CH2:11][C:5]=2[NH:4][C:3]=1[CH:20]=O.[F:22][C:23]1[CH:24]=[C:25]2[C:29](=[CH:30][CH:31]=1)[NH:28][C:27](=[O:32])[CH2:26]2. No catalyst specified. The product is [F:22][C:23]1[CH:24]=[C:25]2[C:29](=[CH:30][CH:31]=1)[NH:28][C:27](=[O:32])[C:26]2=[CH:20][C:3]1[NH:4][C:5]2[CH2:11][CH2:10][CH2:9][N:8]([CH2:12][CH2:13][N:14]3[CH2:15][CH2:16][CH2:17][CH2:18]3)[C:7](=[O:19])[C:6]=2[C:2]=1[CH3:1]. The yield is 0.808. (4) The product is [Cl:25][C:15]1[C:14]([N:11]2[CH2:10][CH2:9][N:8]([CH2:6][CH:57]([OH:58])[CH2:56][N:43]3[C:40]4[CH2:41][CH2:42][N:37]([S:34]([CH3:33])(=[O:36])=[O:35])[CH2:38][C:39]=4[C:45]([C:46]4[CH:51]=[CH:50][C:49]([C:52]([F:54])([F:55])[F:53])=[CH:48][CH:47]=4)=[N:44]3)[CH2:13][CH2:12]2)=[C:19]([NH:20][S:21]([CH3:24])(=[O:22])=[O:23])[CH:18]=[CH:17][CH:16]=1. The yield is 0.200. The reactants are C(O[C:6]([N:8]1[CH2:13][CH2:12][N:11]([C:14]2[C:19]([NH:20][S:21]([CH3:24])(=[O:23])=[O:22])=[CH:18][CH:17]=[CH:16][C:15]=2[Cl:25])[CH2:10][CH2:9]1)=O)(C)(C)C.FC(F)(F)C(O)=O.[CH3:33][S:34]([N:37]1[CH2:42][CH2:41][C:40]2[N:43]([CH2:56][CH:57]3C[O:58]3)[N:44]=[C:45]([C:46]3[CH:51]=[CH:50][C:49]([C:52]([F:55])([F:54])[F:53])=[CH:48][CH:47]=3)[C:39]=2[CH2:38]1)(=[O:36])=[O:35]. The catalyst is C(Cl)Cl. (5) The yield is 0.630. The product is [C:1]([O:5][C:6](=[O:26])[NH:7][C@@H:8]([CH3:25])[CH2:9][N:10]1[C:18]2[C:13](=[CH:14][CH:15]=[C:16]3[O:22][CH2:21][C@H:20]([CH2:23][NH:24][S:32]([CH3:31])(=[O:34])=[O:33])[O:19][C:17]3=2)[CH:12]=[N:11]1)([CH3:4])([CH3:2])[CH3:3]. The catalyst is ClCCl. The reactants are [C:1]([O:5][C:6](=[O:26])[NH:7][C@@H:8]([CH3:25])[CH2:9][N:10]1[C:18]2[C:13](=[CH:14][CH:15]=[C:16]3[O:22][CH2:21][C@H:20]([CH2:23][NH2:24])[O:19][C:17]3=2)[CH:12]=[N:11]1)([CH3:4])([CH3:3])[CH3:2].CN(C)C.[CH3:31][S:32](O[S:32]([CH3:31])(=[O:34])=[O:33])(=[O:34])=[O:33]. (6) The reactants are [OH:1][C@@H:2]([CH2:29][CH3:30])[C:3]([N:5]1[CH2:10][CH2:9][N:8]([C:11]2[C:20]3[C:15](=[CH:16][C:17]([CH3:21])=[CH:18][CH:19]=3)[N:14]=[C:13]([C:22]3[CH:27]=[CH:26][CH:25]=[CH:24][C:23]=3[OH:28])[N:12]=2)[CH2:7][CH2:6]1)=[O:4].[ClH:31].CCOCC. The catalyst is C(Cl)Cl. The product is [ClH:31].[OH:1][C@@H:2]([CH2:29][CH3:30])[C:3]([N:5]1[CH2:10][CH2:9][N:8]([C:11]2[C:20]3[C:15](=[CH:16][C:17]([CH3:21])=[CH:18][CH:19]=3)[N:14]=[C:13]([C:22]3[CH:27]=[CH:26][CH:25]=[CH:24][C:23]=3[OH:28])[N:12]=2)[CH2:7][CH2:6]1)=[O:4]. The yield is 0.840. (7) The reactants are [NH2:1][C:2]1[N:6]([CH2:7][CH2:8][C:9]2[CH:14]=[CH:13][CH:12]=[CH:11][CH:10]=2)[N:5]=[CH:4][C:3]=1[C:15]([OH:17])=O.[NH2:18][C:19](N)=[O:20]. The catalyst is O. The product is [OH:20][C:19]1[N:1]=[C:2]2[N:6]([CH2:7][CH2:8][C:9]3[CH:10]=[CH:11][CH:12]=[CH:13][CH:14]=3)[N:5]=[CH:4][C:3]2=[C:15]([OH:17])[N:18]=1. The yield is 1.05.